Dataset: Full USPTO retrosynthesis dataset with 1.9M reactions from patents (1976-2016). Task: Predict the reactants needed to synthesize the given product. (1) Given the product [NH2:14][C:11]1[CH:12]=[CH:13][C:8]([O:7][CH2:6][CH2:5][O:4][C:1](=[O:3])[CH3:2])=[C:9]([O:17][CH3:18])[CH:10]=1, predict the reactants needed to synthesize it. The reactants are: [C:1]([O:4][CH2:5][CH2:6][O:7][C:8]1[CH:13]=[CH:12][C:11]([N+:14]([O-])=O)=[CH:10][C:9]=1[O:17][CH3:18])(=[O:3])[CH3:2]. (2) Given the product [CH2:19]([N:16]1[CH2:17][CH2:18][CH:13]([C:4]2[CH:5]=[CH:6][CH:7]=[C:8]([C:9]([F:10])([F:11])[F:12])[C:3]=2[OH:2])[CH2:14][CH2:15]1)[CH2:20][CH3:21], predict the reactants needed to synthesize it. The reactants are: C[O:2][C:3]1[C:8]([C:9]([F:12])([F:11])[F:10])=[CH:7][CH:6]=[CH:5][C:4]=1[CH:13]1[CH2:18][CH2:17][N:16]([CH2:19][CH2:20][CH3:21])[CH2:15][CH2:14]1.Cl.N1C=CC=CC=1.C(=O)([O-])[O-].[Na+].[Na+].